This data is from Forward reaction prediction with 1.9M reactions from USPTO patents (1976-2016). The task is: Predict the product of the given reaction. (1) Given the reactants [CH3:1][O:2][C:3]1[CH:4]=[C:5]2[C:10](=[CH:11][C:12]=1[O:13][CH3:14])[C:9]([CH3:15])=[N:8][C:7]([OH:16])=[CH:6]2.CCN(C(C)C)C(C)C.[C:26](OC(=O)C)(=[O:28])[CH3:27], predict the reaction product. The product is: [C:26]([O:16][C:7]1[N:8]=[C:9]([CH3:15])[C:10]2[C:5]([CH:6]=1)=[CH:4][C:3]([O:2][CH3:1])=[C:12]([O:13][CH3:14])[CH:11]=2)(=[O:28])[CH3:27]. (2) Given the reactants [C:1]([O:5][C:6](=[O:19])[NH:7][CH2:8][C:9]1[CH:14]=[C:13]([N+:15]([O-])=O)[CH:12]=[CH:11][C:10]=1[Br:18])([CH3:4])([CH3:3])[CH3:2].C(O)C.O.[Cl-].[NH4+], predict the reaction product. The product is: [C:1]([O:5][C:6](=[O:19])[NH:7][CH2:8][C:9]1[CH:14]=[C:13]([NH2:15])[CH:12]=[CH:11][C:10]=1[Br:18])([CH3:4])([CH3:2])[CH3:3]. (3) Given the reactants C([O:3][C:4]([C:6]1[CH:7]=[N:8][N:9]([C:11]2[N:20](COCC[Si](C)(C)C)[C:19](=[O:29])[C:18]3[C:13](=[CH:14][CH:15]=[C:16](I)[CH:17]=3)[N:12]=2)[CH:10]=1)=[O:5])C.[Cl:31][C:32]1[CH:37]=[CH:36][CH:35]=[CH:34][C:33]=1B(O)O, predict the reaction product. The product is: [Cl:31][C:32]1[CH:37]=[CH:36][CH:35]=[CH:34][C:33]=1[C:16]1[CH:17]=[C:18]2[C:13](=[CH:14][CH:15]=1)[N:12]=[C:11]([N:9]1[CH:10]=[C:6]([C:4]([OH:3])=[O:5])[CH:7]=[N:8]1)[NH:20][C:19]2=[O:29]. (4) The product is: [N:2]1[NH:3][CH:10]([C:6]2[CH:5]=[N:4][CH:9]=[CH:8][CH:7]=2)[CH2:11][CH:12]=1. Given the reactants O.[NH2:2][NH2:3].[N:4]1[CH:9]=[CH:8][CH:7]=[C:6]([CH:10]=[CH:11][CH:12]=O)[CH:5]=1, predict the reaction product. (5) Given the reactants [CH3:1][O:2][C:3]1[C:8]2[CH2:9][CH2:10][CH2:11][CH:12]([NH:14][CH2:15][CH2:16][O:17][CH3:18])[CH2:13][C:7]=2[CH:6]=[CH:5][C:4]=1[NH2:19].Cl[C:21]1[N:26]=[C:25]([NH:27][C@@H:28]2[CH2:33][CH2:32][CH2:31][CH2:30][C@H:29]2[NH:34][S:35]([CH3:38])(=[O:37])=[O:36])[C:24]([Cl:39])=[CH:23][N:22]=1, predict the reaction product. The product is: [Cl:39][C:24]1[C:25]([NH:27][C@@H:28]2[CH2:33][CH2:32][CH2:31][CH2:30][C@H:29]2[NH:34][S:35]([CH3:38])(=[O:37])=[O:36])=[N:26][C:21]([NH:19][C:4]2[CH:5]=[CH:6][C:7]3[CH2:13][CH:12]([NH:14][CH2:15][CH2:16][O:17][CH3:18])[CH2:11][CH2:10][CH2:9][C:8]=3[C:3]=2[O:2][CH3:1])=[N:22][CH:23]=1.